Predict the product of the given reaction. From a dataset of Forward reaction prediction with 1.9M reactions from USPTO patents (1976-2016). (1) Given the reactants [NH2:1][C:2]1[CH:3]=[CH:4][CH:5]=[C:6]2[C:11]=1[CH:10]=[C:9]([S:12]([OH:15])(=[O:14])=[O:13])[CH:8]=[CH:7]2.[Cl:16][C:17]1[CH:18]=[C:19]([CH:23]=[CH:24][C:25]=1[Cl:26])[C:20](Cl)=[O:21], predict the reaction product. The product is: [Cl:16][C:17]1[CH:18]=[C:19]([CH:23]=[CH:24][C:25]=1[Cl:26])[C:20]([NH:1][C:2]1[CH:3]=[CH:4][CH:5]=[C:6]2[C:11]=1[CH:10]=[C:9]([S:12]([OH:15])(=[O:13])=[O:14])[CH:8]=[CH:7]2)=[O:21]. (2) The product is: [F:1][C:2]1[CH:3]=[CH:4][C:5]([O:10][CH3:11])=[C:6]([CH2:7][OH:8])[CH:9]=1. Given the reactants [F:1][C:2]1[CH:3]=[CH:4][C:5]([O:10][CH3:11])=[C:6]([CH:9]=1)[CH:7]=[O:8].[BH4-].[Na+], predict the reaction product. (3) The product is: [NH2:60][C:61]1[CH:66]=[CH:65][C:64]([CH:67]2[CH2:68][CH2:69][N:70]([C:48]([C:47]3[CH:46]=[C:45]([N:41]4[CH2:40][C:39]5[C:43](=[C:35]([Cl:34])[CH:36]=[CH:37][CH:38]=5)[C:42]4=[O:44])[CH:53]=[CH:52][CH:51]=3)=[O:49])[CH2:71][CH2:72]2)=[CH:63][CH:62]=1. Given the reactants ClC1C2N=C(C3C=C(C=CC=3)C(NCCC3CCN(C4C=CN=CC=4)CC3)=O)SC=2C=CC=1.[Cl:34][C:35]1[CH:36]=[CH:37][CH:38]=[C:39]2[C:43]=1[C:42](=[O:44])[N:41]([C:45]1[CH:46]=[C:47]([CH:51]=[CH:52][CH:53]=1)[C:48](O)=[O:49])[CH2:40]2.C(OC(=O)[NH:60][C:61]1[CH:66]=[CH:65][C:64]([CH:67]2[CH2:72][CH2:71][NH:70][CH2:69][CH2:68]2)=[CH:63][CH:62]=1)(C)(C)C.C(OC(N1CCC(OCC2CCNCC2)CC1)=O)(C)(C)C.C(OC(=O)NC1C=CC(C2C=CN=CC=2)=CC=1)(C)(C)C, predict the reaction product.